Dataset: Catalyst prediction with 721,799 reactions and 888 catalyst types from USPTO. Task: Predict which catalyst facilitates the given reaction. Reactant: [Cl:1][C:2]1[C:3]([F:31])=[C:4]([C@@H:8]2[C@:12]([C:15]3[CH:20]=[CH:19][C:18]([Cl:21])=[CH:17][C:16]=3[F:22])([C:13]#[N:14])[C@H:11]([CH2:23][C:24]([CH3:27])([CH3:26])[CH3:25])[NH:10][C@H:9]2[C:28](O)=[O:29])[CH:5]=[CH:6][CH:7]=1.CCN(C(C)C)C(C)C.[NH2:41][C:42]1[C:51]([O:52][CH3:53])=[CH:50][C:45]([C:46]([O:48][CH3:49])=[O:47])=[C:44]([F:54])[CH:43]=1. Product: [CH3:49][O:48][C:46](=[O:47])[C:45]1[CH:50]=[C:51]([O:52][CH3:53])[C:42]([NH:41][C:28]([C@H:9]2[C@H:8]([C:4]3[CH:5]=[CH:6][CH:7]=[C:2]([Cl:1])[C:3]=3[F:31])[C@:12]([C:15]3[CH:20]=[CH:19][C:18]([Cl:21])=[CH:17][C:16]=3[F:22])([C:13]#[N:14])[C@H:11]([CH2:23][C:24]([CH3:27])([CH3:26])[CH3:25])[NH:10]2)=[O:29])=[CH:43][C:44]=1[F:54]. The catalyst class is: 2.